Dataset: NCI-60 drug combinations with 297,098 pairs across 59 cell lines. Task: Regression. Given two drug SMILES strings and cell line genomic features, predict the synergy score measuring deviation from expected non-interaction effect. (1) Drug 1: CC1CCC2CC(C(=CC=CC=CC(CC(C(=O)C(C(C(=CC(C(=O)CC(OC(=O)C3CCCCN3C(=O)C(=O)C1(O2)O)C(C)CC4CCC(C(C4)OC)OCCO)C)C)O)OC)C)C)C)OC. Drug 2: CN(C(=O)NC(C=O)C(C(C(CO)O)O)O)N=O. Cell line: NCI-H226. Synergy scores: CSS=-1.96, Synergy_ZIP=0.730, Synergy_Bliss=0.0467, Synergy_Loewe=-10.7, Synergy_HSA=-4.07. (2) Drug 1: CC1CCC2CC(C(=CC=CC=CC(CC(C(=O)C(C(C(=CC(C(=O)CC(OC(=O)C3CCCCN3C(=O)C(=O)C1(O2)O)C(C)CC4CCC(C(C4)OC)O)C)C)O)OC)C)C)C)OC. Drug 2: CCC1(C2=C(COC1=O)C(=O)N3CC4=CC5=C(C=CC(=C5CN(C)C)O)N=C4C3=C2)O.Cl. Cell line: SF-268. Synergy scores: CSS=42.6, Synergy_ZIP=2.66, Synergy_Bliss=3.83, Synergy_Loewe=1.13, Synergy_HSA=6.63. (3) Drug 1: CC1=C(N=C(N=C1N)C(CC(=O)N)NCC(C(=O)N)N)C(=O)NC(C(C2=CN=CN2)OC3C(C(C(C(O3)CO)O)O)OC4C(C(C(C(O4)CO)O)OC(=O)N)O)C(=O)NC(C)C(C(C)C(=O)NC(C(C)O)C(=O)NCCC5=NC(=CS5)C6=NC(=CS6)C(=O)NCCC[S+](C)C)O. Drug 2: C1=NC2=C(N1)C(=S)N=CN2. Cell line: UACC-257. Synergy scores: CSS=18.6, Synergy_ZIP=-7.54, Synergy_Bliss=0.874, Synergy_Loewe=-1.45, Synergy_HSA=2.45. (4) Drug 1: C1=CC(=CC=C1CCC2=CNC3=C2C(=O)NC(=N3)N)C(=O)NC(CCC(=O)O)C(=O)O. Drug 2: CC12CCC3C(C1CCC2O)C(CC4=C3C=CC(=C4)O)CCCCCCCCCS(=O)CCCC(C(F)(F)F)(F)F. Cell line: DU-145. Synergy scores: CSS=18.3, Synergy_ZIP=-1.88, Synergy_Bliss=-1.09, Synergy_Loewe=-5.64, Synergy_HSA=-0.323.